This data is from Forward reaction prediction with 1.9M reactions from USPTO patents (1976-2016). The task is: Predict the product of the given reaction. (1) Given the reactants [CH3:1][C:2]1([CH3:25])[CH2:11][CH2:10][C:9]([CH3:13])([CH3:12])[C:8]2[CH:7]=[C:6]([C:14]3[CH:18]=[C:17]([CH:19]4[CH2:24][CH2:23][NH:22][CH2:21][CH2:20]4)[O:16][N:15]=3)[CH:5]=[CH:4][C:3]1=2.C([O:29][CH2:30][CH2:31][CH2:32][CH2:33]Br)(=O)C.[OH-].[Na+], predict the reaction product. The product is: [CH3:1][C:2]1([CH3:25])[CH2:11][CH2:10][C:9]([CH3:12])([CH3:13])[C:8]2[CH:7]=[C:6]([C:14]3[CH:18]=[C:17]([CH:19]4[CH2:24][CH2:23][N:22]([CH2:33][CH2:32][CH2:31][CH2:30][OH:29])[CH2:21][CH2:20]4)[O:16][N:15]=3)[CH:5]=[CH:4][C:3]1=2. (2) The product is: [CH3:15][O:16][C:17]1[CH:24]=[CH:23][C:20](/[CH:21]=[N:8]/[CH:7]([C:1]2[CH:2]=[CH:3][CH:4]=[CH:5][CH:6]=2)[C:9]2[CH:10]=[CH:11][CH:12]=[CH:13][CH:14]=2)=[CH:19][CH:18]=1. Given the reactants [C:1]1([CH:7]([C:9]2[CH:14]=[CH:13][CH:12]=[CH:11][CH:10]=2)[NH2:8])[CH:6]=[CH:5][CH:4]=[CH:3][CH:2]=1.[CH3:15][O:16][C:17]1[CH:24]=[CH:23][C:20]([CH:21]=O)=[CH:19][CH:18]=1.C(=O)([O-])[O-].[Na+].[Na+], predict the reaction product. (3) Given the reactants [CH2:1]([N:3]([CH2:6][C@@H:7]1[CH2:12][O:11][CH2:10][CH2:9][N:8]1C(OC(C)(C)C)=O)[CH2:4][CH3:5])[CH3:2].C(O)(C(F)(F)F)=O.C(Cl)[Cl:28], predict the reaction product. The product is: [ClH:28].[CH2:1]([N:3]([CH2:6][C@@H:7]1[CH2:12][O:11][CH2:10][CH2:9][NH:8]1)[CH2:4][CH3:5])[CH3:2]. (4) Given the reactants [CH3:1][C:2]1[CH:7]=[C:6]([O:8][CH2:9][CH2:10][N:11]2[CH2:15][CH2:14][CH2:13][C:12]2=[O:16])[CH:5]=[C:4]([CH3:17])[C:3]=1[C:18]1[CH:23]=[CH:22][CH:21]=[C:20]([CH2:24][N:25](S(C2C=CC=CC=2[N+]([O-])=O)(=O)=O)[C:26]2[CH:31]=[CH:30][C:29]([CH2:32][CH2:33][C:34]([O:36][C:37]([CH3:40])([CH3:39])[CH3:38])=[O:35])=[C:28]([F:41])[CH:27]=2)[CH:19]=1.SCC(O)=O.O.[OH-].[Li+], predict the reaction product. The product is: [CH3:17][C:4]1[CH:5]=[C:6]([O:8][CH2:9][CH2:10][N:11]2[CH2:15][CH2:14][CH2:13][C:12]2=[O:16])[CH:7]=[C:2]([CH3:1])[C:3]=1[C:18]1[CH:23]=[CH:22][CH:21]=[C:20]([CH2:24][NH:25][C:26]2[CH:31]=[CH:30][C:29]([CH2:32][CH2:33][C:34]([O:36][C:37]([CH3:39])([CH3:38])[CH3:40])=[O:35])=[C:28]([F:41])[CH:27]=2)[CH:19]=1. (5) Given the reactants [CH3:1][N:2]([CH3:23])[CH2:3][C:4]([NH:6][C:7]1[CH:8]=[CH:9][C:10]([O:21][CH3:22])=[C:11]([NH:13]C(=O)OC(C)(C)C)[CH:12]=1)=[O:5].FC(F)(F)C(O)=O, predict the reaction product. The product is: [NH2:13][C:11]1[CH:12]=[C:7]([NH:6][C:4](=[O:5])[CH2:3][N:2]([CH3:23])[CH3:1])[CH:8]=[CH:9][C:10]=1[O:21][CH3:22]. (6) The product is: [CH:12]1([N:16]2[CH2:21][CH2:20][N:19]([C:22]([C@H:24]3[CH2:28][CH2:27][N:26]([C:2]4[CH:7]=[N:6][C:5]([C:8]([F:11])([F:10])[F:9])=[CH:4][CH:3]=4)[CH2:25]3)=[O:23])[CH2:18][CH2:17]2)[CH2:15][CH2:14][CH2:13]1. Given the reactants Br[C:2]1[CH:3]=[CH:4][C:5]([C:8]([F:11])([F:10])[F:9])=[N:6][CH:7]=1.[CH:12]1([N:16]2[CH2:21][CH2:20][N:19]([C:22]([C@H:24]3[CH2:28][CH2:27][NH:26][CH2:25]3)=[O:23])[CH2:18][CH2:17]2)[CH2:15][CH2:14][CH2:13]1, predict the reaction product. (7) Given the reactants Br[C:2]1[CH:30]=[CH:29][C:5]([C:6]([N:8]2[C:14]3[CH:15]=[CH:16][CH:17]=[CH:18][C:13]=3[CH2:12][N:11]([C:19]([NH:21][CH2:22][C:23]([O:25][CH2:26][CH3:27])=[O:24])=[O:20])[C@H:10]([CH3:28])[CH2:9]2)=[O:7])=[C:4]([Cl:31])[CH:3]=1.C(=O)([O-])[O-].[Cs+].[Cs+].[NH:38]1[CH2:43][CH2:42][CH2:41][CH2:40][CH2:39]1, predict the reaction product. The product is: [Cl:31][C:4]1[CH:3]=[C:2]([N:38]2[CH2:43][CH2:42][CH2:41][CH2:40][CH2:39]2)[CH:30]=[CH:29][C:5]=1[C:6]([N:8]1[C:14]2[CH:15]=[CH:16][CH:17]=[CH:18][C:13]=2[CH2:12][N:11]([C:19]([NH:21][CH2:22][C:23]([O:25][CH2:26][CH3:27])=[O:24])=[O:20])[C@H:10]([CH3:28])[CH2:9]1)=[O:7].